The task is: Predict which catalyst facilitates the given reaction.. This data is from Catalyst prediction with 721,799 reactions and 888 catalyst types from USPTO. (1) Reactant: [N+:1]([C:4]1[CH:5]=[C:6]([CH:10]=[C:11]2[CH2:16][CH2:15][CH:14]([NH2:17])[CH2:13][CH2:12]2)[CH:7]=[CH:8][CH:9]=1)([O-:3])=[O:2].C(N(CC)CC)C.Cl.[C:26](Cl)(=[O:33])[C:27]1[CH:32]=[CH:31][CH:30]=[N:29][CH:28]=1. Product: [N+:1]([C:4]1[CH:5]=[C:6]([CH:10]=[C:11]2[CH2:16][CH2:15][CH:14]([NH:17][C:26]([C:27]3[CH:28]=[N:29][CH:30]=[CH:31][CH:32]=3)=[O:33])[CH2:13][CH2:12]2)[CH:7]=[CH:8][CH:9]=1)([O-:3])=[O:2]. The catalyst class is: 2. (2) Reactant: C(OC([N:8]1[CH2:12][CH2:11][C@@H:10]([N:13]2[C:17]3[N:18]=[CH:19][N:20]=[C:21]([NH2:22])[C:16]=3[C:15]([C:23]3[CH:28]=[CH:27][CH:26]=[C:25]([O:29][CH2:30][C:31]45[O:37][CH:34]([CH2:35][CH2:36]4)[CH2:33][CH2:32]5)[CH:24]=3)=[CH:14]2)[CH2:9]1)=O)(C)(C)C.FC(F)(F)C(O)=O. Product: [C:31]12([CH2:30][O:29][C:25]3[CH:24]=[C:23]([C:15]4[C:16]5[C:21]([NH2:22])=[N:20][CH:19]=[N:18][C:17]=5[N:13]([C@@H:10]5[CH2:11][CH2:12][NH:8][CH2:9]5)[CH:14]=4)[CH:28]=[CH:27][CH:26]=3)[O:37][CH:34]([CH2:35][CH2:36]1)[CH2:33][CH2:32]2. The catalyst class is: 2. (3) Reactant: [CH2:1]([O:3][C:4]([C:6]1([NH2:15])[CH2:14][C:13]2[C:8](=[CH:9][CH:10]=[CH:11][CH:12]=2)[CH2:7]1)=[O:5])[CH3:2].[O:16]1[C:20]2[C:21]([CH:25]=O)=[CH:22][CH:23]=[CH:24][C:19]=2[CH2:18][CH2:17]1.C1([SiH3])C=CC=CC=1.C([Sn](Cl)(Cl)CCCC)CCC. Product: [CH2:1]([O:3][C:4]([C:6]1([NH:15][CH2:25][C:21]2[C:20]3[O:16][CH2:17][CH2:18][C:19]=3[CH:24]=[CH:23][CH:22]=2)[CH2:14][C:13]2[C:8](=[CH:9][CH:10]=[CH:11][CH:12]=2)[CH2:7]1)=[O:5])[CH3:2]. The catalyst class is: 7. (4) Reactant: [CH2:1]([O:3][CH:4]([S:30][CH2:31][CH3:32])[C@@H:5]1[CH2:9][CH2:8][CH2:7][N:6]1[C:10](=[O:29])[C:11]1[CH:16]=[C:15]([O:17][CH3:18])[C:14]([O:19][CH2:20][CH2:21][CH2:22][CH2:23][CH2:24]Br)=[CH:13][C:12]=1[N+:26]([O-:28])=[O:27])[CH3:2].[OH:33][C:34]1[C:48]([O:49][CH3:50])=[CH:47][C:37]2[C:38](=[O:46])[N:39]3[CH2:45][CH2:44][CH2:43][C@H:40]3[CH2:41][NH:42][C:36]=2[CH:35]=1.C([O-])([O-])=O.[K+].[K+].CCOC(C)=O. Product: [CH2:1]([O:3][CH:4]([S:30][CH2:31][CH3:32])[C@@H:5]1[CH2:9][CH2:8][CH2:7][N:6]1[C:10](=[O:29])[C:11]1[CH:16]=[C:15]([O:17][CH3:18])[C:14]([O:19][CH2:20][CH2:21][CH2:22][CH2:23][CH2:24][O:33][C:34]2[C:48]([O:49][CH3:50])=[CH:47][C:37]3[C:38](=[O:46])[N:39]4[CH2:45][CH2:44][CH2:43][C@H:40]4[CH2:41][NH:42][C:36]=3[CH:35]=2)=[CH:13][C:12]=1[N+:26]([O-:28])=[O:27])[CH3:2]. The catalyst class is: 95. (5) Reactant: [CH3:1][C:2]([CH3:43])([CH3:42])[C@@H:3]([C:16]([N:18]1[CH2:26][C@H:25]([O:27][C:28]2[C:37]([CH:38]=C)=[N:36][C:35]3[C:30](=[CH:31][C:32]([O:40][CH3:41])=[CH:33][CH:34]=3)[N:29]=2)[CH2:24][C@H:19]1[C:20]([O:22][CH3:23])=[O:21])=[O:17])[NH:4][C:5]([O:7][C@@H:8]1[CH2:10][C@H:9]1[CH2:11][CH2:12][CH2:13][CH:14]=C)=[O:6]. Product: [C:2]([C@H:3]1[C:16](=[O:17])[N:18]2[CH2:26][C@@H:25]([CH2:24][C@H:19]2[C:20]([O:22][CH3:23])=[O:21])[O:27][C:28]2=[N:29][C:30]3[CH:31]=[C:32]([O:40][CH3:41])[CH:33]=[CH:34][C:35]=3[N:36]=[C:37]2[CH:38]=[CH:14][CH2:13][CH2:12][CH2:11][C@@H:9]2[CH2:10][C@H:8]2[O:7][C:5](=[O:6])[NH:4]1)([CH3:43])([CH3:1])[CH3:42]. The catalyst class is: 26. (6) Reactant: [Cl:1][C:2]1[C:3]([CH2:12][O:13][CH:14]2[CH2:19][CH2:18][C:17]([F:21])([F:20])[CH2:16][CH2:15]2)=[CH:4][C:5]2[O:9][N:8]=[C:7]([NH2:10])[C:6]=2[CH:11]=1.[CH3:22][S:23](Cl)(=[O:25])=[O:24].C(N(CC)CC)C. Product: [Cl:1][C:2]1[C:3]([CH2:12][O:13][CH:14]2[CH2:15][CH2:16][C:17]([F:21])([F:20])[CH2:18][CH2:19]2)=[CH:4][C:5]2[O:9][N:8]=[C:7]([NH:10][S:23]([CH3:22])(=[O:25])=[O:24])[C:6]=2[CH:11]=1. The catalyst class is: 2. (7) Reactant: Br[C:2]1[C:7]([O:8][CH3:9])=[CH:6][CH:5]=[C:4]([I:10])[N:3]=1.[O-:11][CH2:12][CH3:13].[Na+]. Product: [CH2:12]([O:11][C:2]1[C:7]([O:8][CH3:9])=[CH:6][CH:5]=[C:4]([I:10])[N:3]=1)[CH3:13]. The catalyst class is: 3. (8) Reactant: C([O:5][C:6](=[O:53])[N:7]([CH2:9][C@@H:10]([O:45][Si](C(C)(C)C)(C)C)[CH2:11][O:12][C:13]1[CH:18]=[CH:17][C:16]([Cl:19])=[C:15]([C:20]2[N:25]=[C:24]([C:26]3[C:27]([CH3:32])=[N:28][O:29][C:30]=3[CH3:31])[C:23]([CH3:33])=[C:22]([N:34]3[CH2:41][C:40]4[CH:39]=[N:38][N:37]([CH:42]5[CH2:44][CH2:43]5)[C:36]=4[CH2:35]3)[N:21]=2)[CH:14]=1)C)(C)(C)C. Product: [Cl:19][C:16]1[CH:17]=[CH:18][C:13]([O:12][CH2:11][C@H:10]([OH:45])[CH2:9][NH:7][CH3:6])=[CH:14][C:15]=1[C:20]1[N:25]=[C:24]([C:26]2[C:27]([CH3:32])=[N:28][O:29][C:30]=2[CH3:31])[C:23]([CH3:33])=[C:22]([N:34]2[CH2:41][C:40]3[CH:39]=[N:38][N:37]([CH:42]4[CH2:44][CH2:43]4)[C:36]=3[CH2:35]2)[N:21]=1.[CH:6]([OH:53])=[O:5]. The catalyst class is: 89.